This data is from Full USPTO retrosynthesis dataset with 1.9M reactions from patents (1976-2016). The task is: Predict the reactants needed to synthesize the given product. Given the product [F:20][C:21]1[C:22]([CH3:30])=[C:23]([C:2]2[CH:3]=[N:4][C:5]3[N:6]([CH:8]=[C:9]([CH2:11][O:12][C:13]4[CH:18]=[CH:17][C:16]([F:19])=[CH:15][N:14]=4)[N:10]=3)[CH:7]=2)[CH:24]=[CH:25][CH:26]=1, predict the reactants needed to synthesize it. The reactants are: Br[C:2]1[CH:3]=[N:4][C:5]2[N:6]([CH:8]=[C:9]([CH2:11][O:12][C:13]3[CH:18]=[CH:17][C:16]([F:19])=[CH:15][N:14]=3)[N:10]=2)[CH:7]=1.[F:20][C:21]1[C:22]([CH3:30])=[C:23](B(O)O)[CH:24]=[CH:25][CH:26]=1.